The task is: Predict the reactants needed to synthesize the given product.. This data is from Full USPTO retrosynthesis dataset with 1.9M reactions from patents (1976-2016). Given the product [NH2:1][C:2]1[N:7]=[C:6]([NH:28][CH2:27][CH2:26][C:20]2[CH:25]=[CH:24][CH:23]=[CH:22][CH:21]=2)[C:5]([C:12]#[N:13])=[C:4]([C:14]2[CH:19]=[CH:18][CH:17]=[CH:16][CH:15]=2)[N:3]=1, predict the reactants needed to synthesize it. The reactants are: [NH2:1][C:2]1[N:7]=[C:6](S(C)(=O)=O)[C:5]([C:12]#[N:13])=[C:4]([C:14]2[CH:19]=[CH:18][CH:17]=[CH:16][CH:15]=2)[N:3]=1.[C:20]1([CH2:26][CH2:27][NH2:28])[CH:25]=[CH:24][CH:23]=[CH:22][CH:21]=1.